This data is from Full USPTO retrosynthesis dataset with 1.9M reactions from patents (1976-2016). The task is: Predict the reactants needed to synthesize the given product. (1) The reactants are: [NH2:1][C:2]1[NH:3][C:4]([C:31]2[CH:36]=[CH:35][CH:34]=[CH:33][C:32]=2[O:37][CH2:38][C:39]2[CH:44]=[CH:43][CH:42]=[CH:41][CH:40]=2)=[CH:5][CH:6]([CH:15]([NH:23][C:24]([O:26][C:27]([CH3:30])([CH3:29])[CH3:28])=[O:25])[CH2:16][C:17]2[CH:22]=[CH:21][CH:20]=[CH:19][CH:18]=2)[C:7]=1[C:8]([O:10][C:11]([CH3:14])([CH3:13])[CH3:12])=[O:9].C1(Cl)C(=O)C(Cl)=C(Cl)C(=O)C=1Cl. Given the product [NH2:1][C:2]1[N:3]=[C:4]([C:31]2[CH:36]=[CH:35][CH:34]=[CH:33][C:32]=2[O:37][CH2:38][C:39]2[CH:40]=[CH:41][CH:42]=[CH:43][CH:44]=2)[CH:5]=[C:6]([CH:15]([NH:23][C:24]([O:26][C:27]([CH3:30])([CH3:29])[CH3:28])=[O:25])[CH2:16][C:17]2[CH:22]=[CH:21][CH:20]=[CH:19][CH:18]=2)[C:7]=1[C:8]([O:10][C:11]([CH3:13])([CH3:14])[CH3:12])=[O:9], predict the reactants needed to synthesize it. (2) Given the product [CH3:28][C:25]1[C:24]([CH2:29][O:39][CH2:31][CH2:32][C:33]2[CH:38]=[CH:37][CH:36]=[CH:35][CH:34]=2)=[C:23]([C:20]2[CH:19]=[CH:18][C:17]([C:14]3[CH:13]=[CH:12][C:11]([C:8]4([C:6]([OH:5])=[O:7])[CH2:10][CH2:9]4)=[CH:16][CH:15]=3)=[CH:22][CH:21]=2)[O:27][N:26]=1, predict the reactants needed to synthesize it. The reactants are: [H-].[Na+].C([O:5][C:6]([C:8]1([C:11]2[CH:16]=[CH:15][C:14]([C:17]3[CH:22]=[CH:21][C:20]([C:23]4[O:27][N:26]=[C:25]([CH3:28])[C:24]=4[CH2:29]Br)=[CH:19][CH:18]=3)=[CH:13][CH:12]=2)[CH2:10][CH2:9]1)=[O:7])C.[CH2:31]([OH:39])[CH2:32][C:33]1[CH:38]=[CH:37][CH:36]=[CH:35][CH:34]=1. (3) The reactants are: [O:1]1[CH:5]=[CH:4][CH2:3][CH2:2]1.C([Li])(C)(C)C.CCCCC.CON(C)[C:19](=[O:51])[C@@H:20]([NH:28][C:29]([CH2:31][N:32]1[C:37]([C:38]2[CH:43]=[CH:42][CH:41]=[CH:40][CH:39]=2)=[CH:36][N:35]([C:44](=[O:46])[CH3:45])[CH:34]([CH:47]([CH3:49])[CH3:48])[C:33]1=[O:50])=[O:30])[CH2:21][C:22]1[CH:27]=[CH:26][CH:25]=[CH:24][CH:23]=1.[Cl-].[NH4+]. Given the product [C:44]([N:35]1[CH:36]=[C:37]([C:38]2[CH:39]=[CH:40][CH:41]=[CH:42][CH:43]=2)[N:32]([CH2:31][C:29]([NH:28][C@@H:20]([CH2:21][C:22]2[CH:27]=[CH:26][CH:25]=[CH:24][CH:23]=2)[C:19]([C:2]2[O:1][CH2:5][CH2:4][CH:3]=2)=[O:51])=[O:30])[C:33](=[O:50])[CH:34]1[CH:47]([CH3:49])[CH3:48])(=[O:46])[CH3:45], predict the reactants needed to synthesize it.